This data is from Full USPTO retrosynthesis dataset with 1.9M reactions from patents (1976-2016). The task is: Predict the reactants needed to synthesize the given product. Given the product [Br:22][C:3]1[N:4]=[CH:5][C:6]([N:8]2[CH2:13][C@@H:12]3[CH2:14][C@H:9]2[CH2:10][N:11]3[C:15]([O:17][C:18]([CH3:21])([CH3:20])[CH3:19])=[O:16])=[N:7][C:2]=1[Cl:1], predict the reactants needed to synthesize it. The reactants are: [Cl:1][C:2]1[N:7]=[C:6]([N:8]2[CH2:13][C@@H:12]3[CH2:14][C@H:9]2[CH2:10][N:11]3[C:15]([O:17][C:18]([CH3:21])([CH3:20])[CH3:19])=[O:16])[CH:5]=[N:4][CH:3]=1.[Br:22]N1C(=O)CCC1=O.[OH-].[Na+].